This data is from Forward reaction prediction with 1.9M reactions from USPTO patents (1976-2016). The task is: Predict the product of the given reaction. (1) Given the reactants [Br:1][C:2]1[CH:3]=[C:4]([CH:7]=[CH:8][C:9]=1[OH:10])[C:5]#[N:6].C(=O)([O-])[O-].[K+].[K+].Br[CH2:18][C:19]([O:21][C:22]([CH3:25])([CH3:24])[CH3:23])=[O:20], predict the reaction product. The product is: [Br:1][C:2]1[CH:3]=[C:4]([C:5]#[N:6])[CH:7]=[CH:8][C:9]=1[O:10][CH2:18][C:19]([O:21][C:22]([CH3:25])([CH3:24])[CH3:23])=[O:20]. (2) Given the reactants ClC(N(C)C)=C(C)C.[N:9]1([C:13]([C:15]2[N:20]=[CH:19][C:18]([O:21][C:22]3[CH:23]=[C:24]([CH:28]=[C:29]([O:31][C@@H:32]([CH3:42])[CH2:33][O:34][Si:35]([C:38]([CH3:41])([CH3:40])[CH3:39])([CH3:37])[CH3:36])[CH:30]=3)[C:25](O)=[O:26])=[CH:17][CH:16]=2)=[O:14])[CH2:12][CH2:11][CH2:10]1.[NH2:43][C:44]1[CH:49]=[N:48][C:47]([CH3:50])=[CH:46][N:45]=1.N1C=CC=CC=1, predict the reaction product. The product is: [N:9]1([C:13]([C:15]2[N:20]=[CH:19][C:18]([O:21][C:22]3[CH:23]=[C:24]([CH:28]=[C:29]([O:31][C@@H:32]([CH3:42])[CH2:33][O:34][Si:35]([C:38]([CH3:41])([CH3:40])[CH3:39])([CH3:36])[CH3:37])[CH:30]=3)[C:25]([NH:43][C:44]3[CH:49]=[N:48][C:47]([CH3:50])=[CH:46][N:45]=3)=[O:26])=[CH:17][CH:16]=2)=[O:14])[CH2:10][CH2:11][CH2:12]1.